This data is from Forward reaction prediction with 1.9M reactions from USPTO patents (1976-2016). The task is: Predict the product of the given reaction. Given the reactants [F:1][C:2]1([F:60])[CH2:7][CH2:6][CH:5]([C:8]2[C:17]3[CH:16]([O:18]CC4C=CC(OC)=CC=4)[CH2:15][C:14]([CH3:29])([CH3:28])[CH2:13][C:12]=3[N:11]=[C:10]([CH:30]3[CH2:35][CH2:34][N:33]([C:36]4[N:41]=[CH:40][C:39]([CH2:42][O:43][CH2:44][CH:45]([CH3:47])[CH3:46])=[CH:38][N:37]=4)[CH2:32][CH2:31]3)[C:9]=2[CH:48]([F:59])[C:49]2[CH:54]=[CH:53][C:52]([C:55]([F:58])([F:57])[F:56])=[CH:51][CH:50]=2)[CH2:4][CH2:3]1.FC1(F)CCC(C2C3C(OCC4C=CC(OC)=CC=4)CC(C)(C)CC=3N=C(C3CCN(C4N=CC(COCC)=CN=4)CC3)C=2C(F)C2C=CC(C(F)(F)F)=CC=2)CC1, predict the reaction product. The product is: [F:60][C:2]1([F:1])[CH2:3][CH2:4][CH:5]([C:8]2[C:17]3[CH:16]([OH:18])[CH2:15][C:14]([CH3:28])([CH3:29])[CH2:13][C:12]=3[N:11]=[C:10]([CH:30]3[CH2:31][CH2:32][N:33]([C:36]4[N:41]=[CH:40][C:39]([CH2:42][O:43][CH2:44][CH:45]([CH3:46])[CH3:47])=[CH:38][N:37]=4)[CH2:34][CH2:35]3)[C:9]=2[CH:48]([F:59])[C:49]2[CH:50]=[CH:51][C:52]([C:55]([F:56])([F:58])[F:57])=[CH:53][CH:54]=2)[CH2:6][CH2:7]1.